This data is from Catalyst prediction with 721,799 reactions and 888 catalyst types from USPTO. The task is: Predict which catalyst facilitates the given reaction. (1) Reactant: CN(C)C(N(C)C)=N.[CH3:9][O:10][C:11](=[O:40])[CH:12](P(OC)(OC)=O)[NH:13][C:14](=[O:33])[C:15]1[CH:20]=[CH:19][C:18]([C:21]([NH:23][CH2:24][C:25]2[CH:30]=[CH:29][CH:28]=[C:27]([OH:31])[CH:26]=2)=[O:22])=[CH:17][C:16]=1[Cl:32].[CH:41]([C:43]1[S:47][C:46]([NH:48][C:49](=[O:55])[O:50][C:51]([CH3:54])([CH3:53])[CH3:52])=[N:45][C:44]=1[C:56]([F:59])([F:58])[F:57])=O.C(OC(C1SC(NC(=O)OC(C)(C)C)=NC=1C(F)(F)F)=O)C. Product: [CH3:9][O:10][C:11](=[O:40])/[C:12](/[NH:13][C:14](=[O:33])[C:15]1[CH:20]=[CH:19][C:18]([C:21]([NH:23][CH2:24][C:25]2[CH:30]=[CH:29][CH:28]=[C:27]([OH:31])[CH:26]=2)=[O:22])=[CH:17][C:16]=1[Cl:32])=[CH:41]/[C:43]1[S:47][C:46]([NH:48][C:49]([O:50][C:51]([CH3:54])([CH3:52])[CH3:53])=[O:55])=[N:45][C:44]=1[C:56]([F:59])([F:58])[F:57]. The catalyst class is: 7. (2) Reactant: [Cl:1][C:2]1[CH:7]=[CH:6][C:5]([C:8]2[C:14]3[CH:15]=[CH:16][CH:17]=[CH:18][C:13]=3[N:12]3[C:19]([CH3:22])=[N:20][N:21]=[C:11]3[CH:10]([CH2:23][C:24]([OH:26])=O)[CH:9]=2)=[CH:4][CH:3]=1.CN(C(ON1N=NC2C=CC=NC1=2)=[N+](C)C)C.F[P-](F)(F)(F)(F)F.C(N(CC)CC)C.OC(C(F)(F)F)=O.[O:65]=[S:66]1(=[O:73])[C:69]2([CH2:72][NH:71][CH2:70]2)[CH2:68][CH2:67]1. Product: [Cl:1][C:2]1[CH:7]=[CH:6][C:5]([C:8]2[C:14]3[CH:15]=[CH:16][CH:17]=[CH:18][C:13]=3[N:12]3[C:19]([CH3:22])=[N:20][N:21]=[C:11]3[CH:10]([CH2:23][C:24]([N:71]3[CH2:72][C:69]4([S:66](=[O:73])(=[O:65])[CH2:67][CH2:68]4)[CH2:70]3)=[O:26])[CH:9]=2)=[CH:4][CH:3]=1. The catalyst class is: 3. (3) Reactant: [NH2:1][C:2]1[CH:7]=[CH:6][CH:5]=[C:4]([C:8]#[CH:9])[N:3]=1.[C:10]([N:17]([CH3:23])[C@H:18]([C:20](O)=[O:21])[CH3:19])([O:12][C:13]([CH3:16])([CH3:15])[CH3:14])=[O:11].F[P-](F)(F)(F)(F)F.N1(OC(N(C)C)=[N+](C)C)C2N=CC=CC=2N=N1.C(N(CC)C(C)C)(C)C.C(=O)([O-])O.[Na+]. Product: [C:8]([C:4]1[N:3]=[C:2]([NH:1][C:20](=[O:21])[CH:18]([N:17]([CH3:23])[C:10](=[O:11])[O:12][C:13]([CH3:14])([CH3:16])[CH3:15])[CH3:19])[CH:7]=[CH:6][CH:5]=1)#[CH:9]. The catalyst class is: 434.